From a dataset of Reaction yield outcomes from USPTO patents with 853,638 reactions. Predict the reaction yield, written as a fraction of the theoretical maximum amount of product (1.0 means a 100% yield; for example, 0.34 means a 34% yield). The reactants are C(OC([N:8]1[CH2:12][CH2:11][CH2:10][CH:9]1[CH2:13][O:14][C:15]1[CH:24]=[CH:23][C:18]([C:19]([O:21][CH3:22])=[O:20])=[CH:17][C:16]=1[F:25])=O)(C)(C)C.C(O)(C(F)(F)F)=O. The catalyst is C(Cl)Cl. The product is [F:25][C:16]1[CH:17]=[C:18]([CH:23]=[CH:24][C:15]=1[O:14][CH2:13][CH:9]1[CH2:10][CH2:11][CH2:12][NH:8]1)[C:19]([O:21][CH3:22])=[O:20]. The yield is 0.760.